Dataset: Full USPTO retrosynthesis dataset with 1.9M reactions from patents (1976-2016). Task: Predict the reactants needed to synthesize the given product. (1) The reactants are: Cl.Cl.[NH2:3][CH2:4][CH2:5][N:6]1[C:14]2[C:13]([NH:15][C:16]3[CH:21]=[CH:20][C:19]([O:22][C:23]4[C:28]5[CH:29]=[CH:30][S:31][C:27]=5[CH:26]=[CH:25][CH:24]=4)=[C:18]([Cl:32])[CH:17]=3)=[N:12][CH:11]=[N:10][C:9]=2[CH:8]=[CH:7]1.[OH:33][C:34]([CH3:40])([CH3:39])[CH2:35][C:36](O)=[O:37].ON1C2C=CC=CC=2N=N1.Cl.C(N=C=NCCCN(C)C)C. Given the product [S:31]1[C:27]2[CH:26]=[CH:25][CH:24]=[C:23]([O:22][C:19]3[CH:20]=[CH:21][C:16]([NH:15][C:13]4[C:14]5[N:6]([CH2:5][CH2:4][NH:3][C:36](=[O:37])[CH2:35][C:34]([OH:33])([CH3:40])[CH3:39])[CH:7]=[CH:8][C:9]=5[N:10]=[CH:11][N:12]=4)=[CH:17][C:18]=3[Cl:32])[C:28]=2[CH:29]=[CH:30]1, predict the reactants needed to synthesize it. (2) Given the product [CH2:1]([O:8][C:9]([N:11]1[CH:15]([C:16](=[O:18])[NH:57][C:58]2[S:59][CH:60]=[C:61]([C:63]3[CH:64]=[CH:65][C:66]([C:67](=[O:68])[NH:69][CH:70]4[CH2:72][CH2:71]4)=[CH:73][CH:74]=3)[N:62]=2)[CH2:14][S:13][C@@H:12]1[C:19]1[O:20][CH:21]=[CH:22][N:23]=1)=[O:10])[C:2]1[CH:3]=[CH:4][CH:5]=[CH:6][CH:7]=1, predict the reactants needed to synthesize it. The reactants are: [CH2:1]([O:8][C:9]([N:11]1[CH:15]([C:16]([OH:18])=O)[CH2:14][S:13][C@@H:12]1[C:19]1[O:20][CH:21]=[CH:22][N:23]=1)=[O:10])[C:2]1[CH:7]=[CH:6][CH:5]=[CH:4][CH:3]=1.CCN(C(C)C)C(C)C.CN(C(ON1N=NC2C=CC=NC1=2)=[N+](C)C)C.F[P-](F)(F)(F)(F)F.[NH2:57][C:58]1[S:59][CH:60]=[C:61]([C:63]2[CH:74]=[CH:73][C:66]([C:67]([NH:69][CH:70]3[CH2:72][CH2:71]3)=[O:68])=[CH:65][CH:64]=2)[N:62]=1.